Binary Classification. Given a miRNA mature sequence and a target amino acid sequence, predict their likelihood of interaction. From a dataset of Experimentally validated miRNA-target interactions with 360,000+ pairs, plus equal number of negative samples. (1) The miRNA is hsa-miR-215-5p with sequence AUGACCUAUGAAUUGACAGAC. The protein sequence of the target gene is MAPVEHVVADAGAFLRHAALQDIGKNIYTIREVVTEIRDKATRRRLAVLPYELRFKEPLPEYVRLVTEFSKKTGDYPSLSATDIQVLALTYQLEAEFVGVSHLKQEPQKVKVSSSIQHPETPLHISGFHLPYKPKPPQETEKGHSACEPENLEFSSFMFWRNPLPNIDHELQELLIDRGEDVPSEEEEEEENGFEDRKDDSDDDGGGWITPSNIKQIQQELEQCDVPEDVRVGCLTTDFAMQNVLLQMGLHVLAVNGMLIREARSYILRCHGCFKTTSDMSRVFCSHCGNKTLKKVSVTV.... Result: 1 (interaction). (2) The miRNA is hsa-miR-6742-3p with sequence ACCUGGGUUGUCCCCUCUAG. The protein sequence of the target gene is MGLPRRAGDAAELRKSLKPLLEKRRRARINQSLSQLKGLILPLLGRENSNCSKLEKADVLEMTVRFLQELPASSWPTAAPLPCDSYREGYSACVARLARVLPACRVLEPAVSARLLEHLWRRAASATLDGGRAGDSSGPSAPAPAPASAPEPASAPVPSPPSPPCGPGLWRPW. Result: 1 (interaction). (3) The miRNA is cel-miR-70-3p with sequence UAAUACGUCGUUGGUGUUUCCAU. The protein sequence of the target gene is MEPGEVKDRILENISLSVKKLQSYFAACEDEIPAIRNHDKVLQRLCEHLDHALLYGLQDLSSGYWVLVVHFTRREAIKQIEVLQHVATNLGRSRAWLYLALNENSLESYLRLFQENLGLLHKYYVKNALVCSHDHLTLFLTLVSGLEFIRFELDLDAPYLDLAPYMPDYYKPQYLLDFEDRLPSSVHGSDSLSLNSFNSVTSTNLEWDDSAIAPSSEDYDFGDVFPAVPSVPSTDWEDGDLTDTVSGPRSTASDLTSSKASTRSPTQRQNPFNEEPAETVSSSDTTPVHTTSQEKEEAQA.... Result: 0 (no interaction). (4) The miRNA is hsa-miR-1909-3p with sequence CGCAGGGGCCGGGUGCUCACCG. The protein sequence of the target gene is MTSPQLEWTLQTLLEQLNEDELKSFKSLLWAFPLEDVLQKTPWSEVEEADGKKLAEILVNTSSENWIRNATVNILEEMNLTELCKMAKAEMMEDGQVQEIDNPELGDAEEDSELAKPGEKEGWRNSMEKQSLVWKNTFWQGDIDNFHDDVTLRNQRFIPFLNPRTPRKLTPYTVVLHGPAGVGKTTLAKKCMLDWTDCNLSPTLRYAFYLSCKELSRMGPCSFAELISKDWPELQDDIPSILAQAQRILFVVDGLDELKVPPGALIQDICGDWEKKKPVPVLLGSLLKRKMLPRAALLVT.... Result: 0 (no interaction). (5) The miRNA is gga-miR-365-3p with sequence UAAUGCCCCUAAAAAUCCUUAU. The protein sequence of the target gene is MERRAGSRLRAWMLLLLLCPVQGRQKDSGSKWKVFLDQINRALENYEPCSSQNCSCYHGVIEEDLTPFRGGISRKMMAEVVRRKLGTHYQIIKNRLFREDDCMFPSRCSGVEHFILEVIHRLPDMEMVINVRDYPQVPKWMEPTIPVFSFSKTSEYHDIMYPAWTFWEGGPAVWPLYPTGLGRWDLFREDLLRSAAQWPWEKKNSTAYFRGSRTSPERDPLILLSRKNPKLVDAEYTKNQAWKSMKDTLGKPAAKDVHLIDHCKYRYLFNFRGVAASFRFKHLFLCGSLVFHVGDEWVEF.... Result: 0 (no interaction). (6) The miRNA is hsa-miR-3190-3p with sequence UGUGGAAGGUAGACGGCCAGAGA. The protein sequence of the target gene is MALNVAPVRDTKWLTLEVCRQYQRGTCSRSDEECKFAHPPKSCQVENGRVIACFDSLKGRCSRENCKYLHPPTHLKTQLEINGRNNLIQQKTAAAMLAQQMQFMFPGTPLHPVPTFPVGPTIGTNAAISFAPYLAPVTPGVGLVPTEVLPTTPVIVPGSPPVTVPGSTATQKLLRTDKLEVCREFQRGNCARGETDCRFAHPADSTMIDTNDNTVTVCMDYIKGRCMREKCKYFHPPAHLQAKIKAAQHQANQAAVAAQAAAAAATVMTQSTAKALKRPLEATVDLAFPPGALHPLPKRQ.... Result: 0 (no interaction). (7) The protein sequence of the target gene is MAQVVMSALPAEDEESSESRMVVTFLMSALESMCKELAKSKAEVACIAVYETDVFVVGTERGRAFVNTRKDFQKDFVKYCVEEEEKAAEMHKMKSTTQANRMSVDAVEIETLRKTVEDYFCFCYGKALGKSTVVPVPYEKMLRDQSAVVVQGLPEGVAFKHPEHYDLATLKWILENKAGISFIIKRPFLEPKKHLGGRVLAAEAERSMLSPSGSCGPIKVKTEPTEDSGISLEMAAVTVKEESEDPDYYQYNIQGPSETDGVDEKLPLSKALQGSHHSSEGNEGTEVEVPAEDSTQHVPS.... The miRNA is hsa-miR-4696 with sequence UGCAAGACGGAUACUGUCAUCU. Result: 0 (no interaction). (8) The miRNA is mmu-miR-3473a with sequence UGGAGAGAUGGCUCAGCA. The protein sequence of the target gene is MGPAGSLLGSGQMQITLWGSLAAVAIFFVITFLIFLCSSCDREKKPRQHSGDHENLMNVPSDKEMFSRSVTSLATDAPASSEQNGALTNGDILSEDSTLTCMQHYEEVQTSASDLLDSQDSTGKPKCHQSRELPRIPPESAVDTMLTARSVDGDQGLGMEGPYEVLKDSSSQENMVEDCLYETVKEIKEVAAAAHLEKGHSGKAKSTSASKELPGPQTEGKAEFAEYASVDRNKKCRQSVNVESILGNSCDPEEEAPPPVPVKLLDENENLQEKEGGEAEESATDTTSETNKRFSSLSYK.... Result: 0 (no interaction). (9) The miRNA is mmu-miR-298-5p with sequence GGCAGAGGAGGGCUGUUCUUCCC. The protein sequence of the target gene is MKVKIKCWNGVATWLWVANDENCGICRMAFNGCCPDCKVPGDDCPLVWGQCSHCFHMHCILKWLHAQQVQQHCPMCRQEWKFKE. Result: 0 (no interaction).